Dataset: Forward reaction prediction with 1.9M reactions from USPTO patents (1976-2016). Task: Predict the product of the given reaction. Given the reactants [NH:1]1[CH2:6][CH2:5][O:4][CH2:3][CH2:2]1.[NH:7]1[CH:11]=[CH:10][CH:9]=[C:8]1[C:12](=[O:15])[CH2:13][CH3:14].[CH2:16]=O.[OH-].[Na+], predict the reaction product. The product is: [N:1]1([CH2:16][C:10]2[CH:9]=[C:8]([C:12](=[O:15])[CH2:13][CH3:14])[NH:7][CH:11]=2)[CH2:6][CH2:5][O:4][CH2:3][CH2:2]1.